Dataset: Reaction yield outcomes from USPTO patents with 853,638 reactions. Task: Predict the reaction yield, written as a fraction of the theoretical maximum amount of product (1.0 means a 100% yield; for example, 0.34 means a 34% yield). (1) The catalyst is O1CCCC1.CO. The yield is 0.740. The reactants are [OH-].[Na+].[CH2:3]([O:5][CH2:6][CH2:7][O:8][C:9]1[CH:14]=[C:13](/[CH:15]=[C:16](\[O:21][CH3:22])/[C:17]([O:19]C)=[O:18])[CH:12]=[CH:11][C:10]=1[C:23]1[CH:28]=[CH:27][CH:26]=[C:25]([N:29]([CH3:38])[C:30]([NH:32][CH2:33][CH2:34][CH2:35][CH2:36][CH3:37])=[O:31])[CH:24]=1)[CH3:4].O.Cl. The product is [CH2:3]([O:5][CH2:6][CH2:7][O:8][C:9]1[CH:14]=[C:13](/[CH:15]=[C:16](\[O:21][CH3:22])/[C:17]([OH:19])=[O:18])[CH:12]=[CH:11][C:10]=1[C:23]1[CH:28]=[CH:27][CH:26]=[C:25]([N:29]([CH3:38])[C:30]([NH:32][CH2:33][CH2:34][CH2:35][CH2:36][CH3:37])=[O:31])[CH:24]=1)[CH3:4]. (2) The reactants are C(OC([N:11]1[CH2:15][C@@H:14]([NH:16][C:17](OCC2C=CC=CC=2)=[O:18])[CH2:13][C@H:12]1[CH2:27][NH:28][C:29]([O:31][C:32]([CH3:35])([CH3:34])[CH3:33])=[O:30])=O)C1C=CC=CC=1.[F:36][C:37]([F:44])([F:43])C(OCC)=O. The catalyst is CO.[Pd].O1CCCC1. The product is [C:32]([O:31][C:29](=[O:30])[NH:28][CH2:27][C@@H:12]1[CH2:13][C@H:14]([NH:16][C:17](=[O:18])[C:37]([F:44])([F:43])[F:36])[CH2:15][NH:11]1)([CH3:35])([CH3:34])[CH3:33]. The yield is 1.15. (3) The reactants are [Br:1][C:2]1[C:3]([F:21])=[CH:4][C:5]2[CH:11]3[CH2:12][CH:9]([CH2:10]3)[N:8]3[CH:13]=[C:14]([C:16]([O:18][CH3:19])=[O:17])[N:15]=[C:7]3[C:6]=2[CH:20]=1.[CH3:22][N:23]1[C:27]([CH:28]=[O:29])=[CH:26][CH:25]=[N:24]1. No catalyst specified. The product is [Br:1][C:2]1[C:3]([F:21])=[CH:4][C:5]2[CH:11]3[CH2:10][CH:9]([CH2:12]3)[N:8]3[C:13]([CH:28]([OH:29])[C:27]4[N:23]([CH3:22])[N:24]=[CH:25][CH:26]=4)=[C:14]([C:16]([O:18][CH3:19])=[O:17])[N:15]=[C:7]3[C:6]=2[CH:20]=1. The yield is 0.870. (4) The reactants are [CH2:1]([C:5]1([CH2:36][CH2:37][CH2:38][CH3:39])[C:17]2[CH:16]=[C:15]([C:18]3[CH:19]=[N:20][N:21]([C:23]4[CH:24]=[C:25]([CH:33]=[CH:34][CH:35]=4)[O:26][C:27]4[CH:32]=[CH:31][CH:30]=[CH:29][N:28]=4)[CH:22]=3)[CH:14]=[CH:13][C:12]=2[C:11]2[C:6]1=[CH:7][CH:8]=[CH:9][CH:10]=2)[CH2:2][CH2:3][CH3:4].CC([O-])=O.CC([O-])=O.[Pd+2:48].C(O)(=O)C. The catalyst is [N+](CCCC)(CCCC)(CCCC)CCCC.[Br-].CC1CCCO1. The product is [Pd:48].[CH2:1]([C:5]1([CH2:36][CH2:37][CH2:38][CH3:39])[C:17]2[CH:16]=[C:15]([C:18]3[CH:19]=[N:20][N:21]([C:23]4[CH:24]=[C:25]([CH:33]=[CH:34][CH:35]=4)[O:26][C:27]4[CH:32]=[CH:31][CH:30]=[CH:29][N:28]=4)[CH:22]=3)[CH:14]=[CH:13][C:12]=2[C:11]2[C:6]1=[CH:7][CH:8]=[CH:9][CH:10]=2)[CH2:2][CH2:3][CH3:4]. The yield is 0.660. (5) The yield is 0.990. The product is [Cl:18][C:19]1[CH:20]=[C:21]([NH:25][C:26]([CH:2]2[CH2:3][NH:4][CH2:5][CH2:6][N:1]2[C:7]2[C:8]3[N:16]=[C:15]([Cl:17])[CH:14]=[CH:13][C:9]=3[N:10]=[CH:11][N:12]=2)=[O:27])[CH:22]=[CH:23][CH:24]=1. No catalyst specified. The reactants are [N:1]1([C:7]2[C:8]3[N:16]=[C:15]([Cl:17])[CH:14]=[CH:13][C:9]=3[N:10]=[CH:11][N:12]=2)[CH2:6][CH2:5][NH:4][CH2:3][CH2:2]1.[Cl:18][C:19]1[CH:20]=[C:21]([N:25]=[C:26]=[O:27])[CH:22]=[CH:23][CH:24]=1. (6) The reactants are [CH2:1]([O:8][C:9](=[O:23])[CH2:10][CH:11]([S:19](Cl)(=[O:21])=[O:20])[CH2:12][C:13]1[CH:18]=[CH:17][CH:16]=[CH:15][CH:14]=1)[C:2]1[CH:7]=[CH:6][CH:5]=[CH:4][CH:3]=1.[CH3:24][CH:25]1[CH2:30][CH2:29][NH:28][CH2:27][CH2:26]1. The catalyst is C(Cl)Cl. The product is [CH2:1]([O:8][C:9](=[O:23])[CH2:10][CH:11]([S:19]([N:28]1[CH2:29][CH2:30][CH:25]([CH3:24])[CH2:26][CH2:27]1)(=[O:21])=[O:20])[CH2:12][C:13]1[CH:18]=[CH:17][CH:16]=[CH:15][CH:14]=1)[C:2]1[CH:7]=[CH:6][CH:5]=[CH:4][CH:3]=1. The yield is 0.410. (7) The reactants are Cl[CH2:2][CH2:3][O:4][C:5]1[CH:14]=[C:13]2[C:8]([C:9]([O:15][C:16]3[C:17]([CH3:26])=[N:18][C:19]4[C:24]([CH:25]=3)=[CH:23][CH:22]=[CH:21][N:20]=4)=[CH:10][CH:11]=[N:12]2)=[CH:7][C:6]=1[O:27][CH3:28].C(=O)([O-])[O-].[K+].[K+].[OH:35][CH:36]1[CH2:41][CH2:40][CH2:39][NH:38][CH2:37]1. The catalyst is CN(C)C=O. The product is [CH3:28][O:27][C:6]1[CH:7]=[C:8]2[C:13](=[CH:14][C:5]=1[O:4][CH2:3][CH2:2][N:38]1[CH2:39][CH2:40][CH2:41][CH:36]([OH:35])[CH2:37]1)[N:12]=[CH:11][CH:10]=[C:9]2[O:15][C:16]1[C:17]([CH3:26])=[N:18][C:19]2[C:24]([CH:25]=1)=[CH:23][CH:22]=[CH:21][N:20]=2. The yield is 0.560. (8) The catalyst is CO. The yield is 0.930. The reactants are [C:1]([C:3]1[CH:15]=CC(OC(C)(C)C(O)=O)=C[CH:4]=1)#N.COC(OC)OC.S(=O)(=O)(O)O.[C:28](=O)([O-])[O-].[K+].[K+].[C:34]([O:37][CH:38]([CH3:40])[CH3:39])(=[O:36])[CH3:35]. The product is [CH:38]([O:37][C:34](=[O:36])[CH3:35])([CH3:40])[CH3:39].[CH:3]([CH2:15][C:38]([CH3:39])([CH3:40])[CH3:28])([CH3:4])[CH3:1].